Dataset: NCI-60 drug combinations with 297,098 pairs across 59 cell lines. Task: Regression. Given two drug SMILES strings and cell line genomic features, predict the synergy score measuring deviation from expected non-interaction effect. (1) Drug 1: C1CN1C2=NC(=NC(=N2)N3CC3)N4CC4. Drug 2: N.N.Cl[Pt+2]Cl. Cell line: HL-60(TB). Synergy scores: CSS=86.3, Synergy_ZIP=2.87, Synergy_Bliss=3.51, Synergy_Loewe=1.23, Synergy_HSA=6.13. (2) Drug 1: CC1=CC2C(CCC3(C2CCC3(C(=O)C)OC(=O)C)C)C4(C1=CC(=O)CC4)C. Drug 2: C1=CN(C=N1)CC(O)(P(=O)(O)O)P(=O)(O)O. Cell line: UO-31. Synergy scores: CSS=2.23, Synergy_ZIP=-2.15, Synergy_Bliss=-1.69, Synergy_Loewe=-2.20, Synergy_HSA=-0.719. (3) Drug 1: C1CC(=O)NC(=O)C1N2CC3=C(C2=O)C=CC=C3N. Drug 2: CN1C2=C(C=C(C=C2)N(CCCl)CCCl)N=C1CCCC(=O)O.Cl. Cell line: CCRF-CEM. Synergy scores: CSS=17.4, Synergy_ZIP=-11.5, Synergy_Bliss=-5.83, Synergy_Loewe=-16.1, Synergy_HSA=-6.08. (4) Drug 1: CN1C(=O)N2C=NC(=C2N=N1)C(=O)N. Drug 2: CC=C1C(=O)NC(C(=O)OC2CC(=O)NC(C(=O)NC(CSSCCC=C2)C(=O)N1)C(C)C)C(C)C. Cell line: NCI-H522. Synergy scores: CSS=16.0, Synergy_ZIP=1.16, Synergy_Bliss=-1.78, Synergy_Loewe=-56.0, Synergy_HSA=-3.93.